From a dataset of Forward reaction prediction with 1.9M reactions from USPTO patents (1976-2016). Predict the product of the given reaction. (1) Given the reactants C[O:2][C:3](=[O:26])[C@@H:4]1[CH2:8][CH2:7][CH2:6][N:5]1[C:9](=[O:25])[C@H:10]([CH:22]([CH3:24])[CH3:23])[NH:11][C:12]([O:14][CH2:15][C:16]1[CH:21]=[CH:20][CH:19]=[CH:18][CH:17]=1)=[O:13].[Li+].[OH-].Cl, predict the reaction product. The product is: [C:12]([NH:11][C@H:10]([C:9]([N:5]1[CH2:6][CH2:7][CH2:8][C@H:4]1[C:3]([OH:26])=[O:2])=[O:25])[CH:22]([CH3:24])[CH3:23])([O:14][CH2:15][C:16]1[CH:17]=[CH:18][CH:19]=[CH:20][CH:21]=1)=[O:13]. (2) Given the reactants [S:1]1[CH:5]=[CH:4][N:3]=[C:2]1[C:6]([N:8]1[CH2:13][CH2:12][N:11]([CH:14]2[CH2:17][N:16]([C:18](C3C=C4C(=CC=3)NCCC4)=[O:19])[CH2:15]2)[CH2:10][CH2:9]1)=[O:7].[C:30]([N:33]1[C:42]2[C:37](=[CH:38][C:39]([Br:43])=[CH:40][CH:41]=2)[CH2:36][CH2:35][CH:34]1C(N1CC(N2CCNCC2)C1)=O)(=[O:32])[CH3:31].N1(C2CN(C(C3C=C4C(=CC=3)NCCC4)=O)C2)CCNCC1, predict the reaction product. The product is: [C:30]([N:33]1[C:42]2[C:37](=[CH:38][C:39]([Br:43])=[CH:40][CH:41]=2)[CH2:36][CH2:35][CH:34]1[C:18]([N:16]1[CH2:17][CH:14]([N:11]2[CH2:12][CH2:13][N:8]([C:6]([C:2]3[S:1][CH:5]=[CH:4][N:3]=3)=[O:7])[CH2:9][CH2:10]2)[CH2:15]1)=[O:19])(=[O:32])[CH3:31]. (3) Given the reactants [Cl:1][C:2]1[CH:27]=[CH:26][C:5]([CH2:6][N:7]2[C:15]3[C:10](=[CH:11][C:12]([CH:16]=[C:17]4[S:21][C:20](SCC)=[N:19][C:18]4=[O:25])=[CH:13][CH:14]=3)[CH:9]=[N:8]2)=[C:4]([C:28]([F:31])([F:30])[F:29])[CH:3]=1.[CH3:32][NH:33][C:34](=[O:42])[CH2:35][N:36]1[CH2:41][CH2:40][NH:39][CH2:38][CH2:37]1, predict the reaction product. The product is: [Cl:1][C:2]1[CH:27]=[CH:26][C:5]([CH2:6][N:7]2[C:15]3[C:10](=[CH:11][C:12]([CH:16]=[C:17]4[S:21][C:20]([N:39]5[CH2:38][CH2:37][N:36]([CH2:35][C:34]([NH:33][CH3:32])=[O:42])[CH2:41][CH2:40]5)=[N:19][C:18]4=[O:25])=[CH:13][CH:14]=3)[CH:9]=[N:8]2)=[C:4]([C:28]([F:31])([F:29])[F:30])[CH:3]=1. (4) The product is: [S:1]1[C:5]2[CH:6]=[CH:7][CH:8]=[CH:9][C:4]=2[N:3]=[C:2]1[C:10]1[C:11](=[O:23])[O:12][C:13]2[C:18]([CH:19]=1)=[CH:17][CH:16]=[C:15]([CH:20]([Br:43])[CH3:21])[CH:14]=2. Given the reactants [S:1]1[C:5]2[CH:6]=[CH:7][CH:8]=[CH:9][C:4]=2[N:3]=[C:2]1[C:10]1[C:11](=[O:23])[O:12][C:13]2[C:18]([CH:19]=1)=[CH:17][CH:16]=[C:15]([CH:20](O)[CH3:21])[CH:14]=2.C1(P(C2C=CC=CC=2)C2C=CC=CC=2)C=CC=CC=1.[Br:43]N1C(=O)CCC1=O.C(OCC)C, predict the reaction product. (5) Given the reactants [CH3:1][CH:2]([CH3:6])[C:3](Cl)=[O:4].[Br:7][C:8]1[N:13]=[C:12]([NH2:14])[CH:11]=[CH:10][CH:9]=1, predict the reaction product. The product is: [Br:7][C:8]1[N:13]=[C:12]([NH:14][C:3](=[O:4])[CH:2]([CH3:6])[CH3:1])[CH:11]=[CH:10][CH:9]=1. (6) Given the reactants [NH2:1][C:2]1[N:6]([C:7]2[CH:8]=[C:9]([CH:16]=[CH:17][C:18]=2[CH3:19])[C:10]([NH:12][CH:13]2[CH2:15][CH2:14]2)=[O:11])[N:5]=[CH:4][C:3]=1[C:20](=[O:29])[C:21]1[CH:26]=[CH:25][CH:24]=C(C#N)[CH:22]=1.C1([Mg]Br)CCCC1, predict the reaction product. The product is: [NH2:1][C:2]1[N:6]([C:7]2[CH:8]=[C:9]([CH:16]=[CH:17][C:18]=2[CH3:19])[C:10]([NH:12][CH:13]2[CH2:15][CH2:14]2)=[O:11])[N:5]=[CH:4][C:3]=1[C:20]([CH:21]1[CH2:26][CH2:25][CH2:24][CH2:22]1)=[O:29]. (7) Given the reactants [Cl:1][C:2]1[N:7]=[CH:6][C:5]([CH2:8]Cl)=[CH:4][CH:3]=1.[N:10]#[C:11][NH2:12].C(=O)([O-])[O-].[K+].[K+], predict the reaction product. The product is: [Cl:1][C:2]1[N:7]=[CH:6][C:5]([CH2:8][NH:12][C:11]#[N:10])=[CH:4][CH:3]=1. (8) Given the reactants [Cl:1][C:2]([Cl:37])([Cl:36])[CH2:3][O:4][C:5](=[O:35])[C:6]1[CH:11]=[CH:10][CH:9]=[CH:8][C:7]=1[CH2:12][S:13][C:14]1[CH:19]=[CH:18][CH:17]=[C:16]([CH2:20][C:21]([O:23][CH2:24]C2C=CC(C(F)(F)F)=CC=2)=[O:22])[CH:15]=1.Cl[C:39](Cl)(Cl)COC(=O)C1C=CC=CC=1CSC1C=CC=C(CC(O)=O)C=1.[F:64][C:65]([F:76])([F:75])[C:66]1[CH:71]=[CH:70][C:69](C(O)C)=[CH:68][CH:67]=1.C(Cl)Cl, predict the reaction product. The product is: [Cl:37][C:2]([Cl:1])([Cl:36])[CH2:3][O:4][C:5](=[O:35])[C:6]1[CH:11]=[CH:10][CH:9]=[CH:8][C:7]=1[CH2:12][S:13][C:14]1[CH:19]=[CH:18][CH:17]=[C:16]([CH:20]([C:21]([O:23][CH2:24][CH3:39])=[O:22])[C:69]2[CH:68]=[CH:67][C:66]([C:65]([F:64])([F:75])[F:76])=[CH:71][CH:70]=2)[CH:15]=1. (9) Given the reactants [C:1]([O:5][C:6](=[O:24])[NH:7][C:8]1[CH2:9][O:10][CH2:11][C@:12]([C:16]2[CH:21]=[C:20]([NH2:22])[CH:19]=[CH:18][C:17]=2[F:23])([CH2:14][F:15])[N:13]=1)([CH3:4])([CH3:3])[CH3:2].[Cl:25][C:26]1[CH:27]=[CH:28][C:29]([C:32](O)=[O:33])=[N:30][CH:31]=1.C1C=NC2N(O)N=NC=2C=1.C(Cl)CCl, predict the reaction product. The product is: [C:1]([O:5][C:6](=[O:24])[NH:7][C:8]1[CH2:9][O:10][CH2:11][C@:12]([C:16]2[CH:21]=[C:20]([NH:22][C:32]([C:29]3[CH:28]=[CH:27][C:26]([Cl:25])=[CH:31][N:30]=3)=[O:33])[CH:19]=[CH:18][C:17]=2[F:23])([CH2:14][F:15])[N:13]=1)([CH3:4])([CH3:2])[CH3:3].